Predict which catalyst facilitates the given reaction. From a dataset of Catalyst prediction with 721,799 reactions and 888 catalyst types from USPTO. (1) Reactant: [NH2:1][C:2]1[S:3][CH:4]=[C:5](/[C:7](=[N:45]/[O:46][C:47]([CH3:52])([CH3:51])[C:48]([OH:50])=[O:49])/[C:8]([NH:10][C@@H:11]2[C:14](=[O:15])[N:13]([S:16]([OH:19])(=[O:18])=[O:17])[C@@H:12]2[CH2:20][N:21]2[CH:25]=[C:24]([CH2:26][NH:27][C:28]([NH:37]C(OC(C)(C)C)=O)=[N:29]C(OC(C)(C)C)=O)[N:23]=[N:22]2)=[O:9])[N:6]=1.C(O)(C(F)(F)F)=O. Product: [NH2:1][C:2]1[S:3][CH:4]=[C:5](/[C:7](=[N:45]/[O:46][C:47]([CH3:52])([CH3:51])[C:48]([OH:50])=[O:49])/[C:8]([NH:10][C@@H:11]2[C:14](=[O:15])[N:13]([S:16]([OH:19])(=[O:17])=[O:18])[C@@H:12]2[CH2:20][N:21]2[CH:25]=[C:24]([CH2:26][NH:27][C:28]([NH2:37])=[NH:29])[N:23]=[N:22]2)=[O:9])[N:6]=1. The catalyst class is: 2. (2) The catalyst class is: 132. Product: [CH3:1][O:2][C:3]1[CH:4]=[C:5]([CH:22]=[C:23]([O:39][CH3:40])[C:24]=1[O:25][CH2:26][C:27]1[N:28]=[C:29]([C:33]2[CH:38]=[CH:37][CH:36]=[CH:35][CH:34]=2)[O:30][C:31]=1[CH3:32])[CH2:6][O:7]/[N:8]=[C:9](/[C:16]1[CH:17]=[CH:18][CH:19]=[CH:20][CH:21]=1)\[CH2:10][CH2:11][C:12]([OH:14])=[O:13]. Reactant: [CH3:1][O:2][C:3]1[CH:4]=[C:5]([CH:22]=[C:23]([O:39][CH3:40])[C:24]=1[O:25][CH2:26][C:27]1[N:28]=[C:29]([C:33]2[CH:38]=[CH:37][CH:36]=[CH:35][CH:34]=2)[O:30][C:31]=1[CH3:32])[CH2:6][O:7]/[N:8]=[C:9](/[C:16]1[CH:21]=[CH:20][CH:19]=[CH:18][CH:17]=1)\[CH2:10][CH2:11][C:12]([O:14]C)=[O:13].CO.[OH-].[Na+].Cl. (3) Reactant: [NH2:1][OH:2].O.[CH3:4][N:5]1[CH:9]=[CH:8][C:7]([S:10](Cl)(=[O:12])=[O:11])=[N:6]1.S(Cl)(Cl)(=O)=O. Product: [OH:2][NH:1][S:10]([C:7]1[CH:8]=[CH:9][N:5]([CH3:4])[N:6]=1)(=[O:12])=[O:11]. The catalyst class is: 217. (4) Reactant: Br[CH:2]([C:23]1[CH:28]=[CH:27][CH:26]=[CH:25][CH:24]=1)[C:3]([C:5]1[CH:10]=[CH:9][C:8]([C:11]2([NH:15][C:16](=[O:22])[O:17][C:18]([CH3:21])([CH3:20])[CH3:19])[CH2:14][CH2:13][CH2:12]2)=[CH:7][CH:6]=1)=O.[F:29][C:30]([F:39])([F:38])[C:31]1[N:36]=[N:35][C:34]([NH2:37])=[CH:33][CH:32]=1.C(N(CC)C(C)C)(C)C. Product: [C:23]1([C:2]2[N:35]3[N:36]=[C:31]([C:30]([F:38])([F:29])[F:39])[CH:32]=[CH:33][C:34]3=[N:37][C:3]=2[C:5]2[CH:10]=[CH:9][C:8]([C:11]3([NH:15][C:16](=[O:22])[O:17][C:18]([CH3:21])([CH3:20])[CH3:19])[CH2:14][CH2:13][CH2:12]3)=[CH:7][CH:6]=2)[CH:28]=[CH:27][CH:26]=[CH:25][CH:24]=1. The catalyst class is: 32.